This data is from Forward reaction prediction with 1.9M reactions from USPTO patents (1976-2016). The task is: Predict the product of the given reaction. Given the reactants [CH:1]1([N:7]([CH2:21][CH2:22][C:23]2[CH:28]=CC=CC=2)[C:8](=[O:20])[NH:9][C:10]2[S:11][C:12]([S:15][CH2:16][C:17](O)=O)=[CH:13][N:14]=2)[CH2:6][CH2:5][CH2:4][CH2:3][CH2:2]1.C(N)CCC.C1(=O)CCCCC1.C([O:43][C:44](=[O:47])CC)C, predict the reaction product. The product is: [CH2:21]([N:7]([CH:1]1[CH2:2][CH2:3][CH2:4][CH2:5][CH2:6]1)[C:8](=[O:20])[NH:9][C:10]1[S:11][C:12]([S:15][CH2:16][CH2:17][C:44]([OH:47])=[O:43])=[CH:13][N:14]=1)[CH2:22][CH2:23][CH3:28].